This data is from HIV replication inhibition screening data with 41,000+ compounds from the AIDS Antiviral Screen. The task is: Binary Classification. Given a drug SMILES string, predict its activity (active/inactive) in a high-throughput screening assay against a specified biological target. The result is 0 (inactive). The drug is COCC(N=CN1CCc2cc(OC)c(OC)cc2C1)C(C)(C)C.